Dataset: NCI-60 drug combinations with 297,098 pairs across 59 cell lines. Task: Regression. Given two drug SMILES strings and cell line genomic features, predict the synergy score measuring deviation from expected non-interaction effect. (1) Drug 1: C1C(C(OC1N2C=C(C(=O)NC2=O)F)CO)O. Drug 2: CC1=C(C=C(C=C1)C(=O)NC2=CC(=CC(=C2)C(F)(F)F)N3C=C(N=C3)C)NC4=NC=CC(=N4)C5=CN=CC=C5. Cell line: SF-295. Synergy scores: CSS=18.9, Synergy_ZIP=-4.76, Synergy_Bliss=-1.82, Synergy_Loewe=-43.9, Synergy_HSA=-2.75. (2) Drug 1: C1CCC(C1)C(CC#N)N2C=C(C=N2)C3=C4C=CNC4=NC=N3. Drug 2: C(CCl)NC(=O)N(CCCl)N=O. Cell line: SN12C. Synergy scores: CSS=5.83, Synergy_ZIP=-3.22, Synergy_Bliss=-2.07, Synergy_Loewe=0.488, Synergy_HSA=0.386. (3) Drug 1: C1=NC2=C(N=C(N=C2N1C3C(C(C(O3)CO)O)O)F)N. Cell line: KM12. Drug 2: CC12CCC3C(C1CCC2OP(=O)(O)O)CCC4=C3C=CC(=C4)OC(=O)N(CCCl)CCCl.[Na+]. Synergy scores: CSS=17.1, Synergy_ZIP=-7.00, Synergy_Bliss=-4.37, Synergy_Loewe=-1.81, Synergy_HSA=-2.52. (4) Drug 1: CC1CCC2CC(C(=CC=CC=CC(CC(C(=O)C(C(C(=CC(C(=O)CC(OC(=O)C3CCCCN3C(=O)C(=O)C1(O2)O)C(C)CC4CCC(C(C4)OC)OCCO)C)C)O)OC)C)C)C)OC. Drug 2: C(CCl)NC(=O)N(CCCl)N=O. Cell line: NCIH23. Synergy scores: CSS=18.5, Synergy_ZIP=-3.34, Synergy_Bliss=4.04, Synergy_Loewe=-6.06, Synergy_HSA=3.62. (5) Drug 1: CC12CCC3C(C1CCC2=O)CC(=C)C4=CC(=O)C=CC34C. Drug 2: CN(CC1=CN=C2C(=N1)C(=NC(=N2)N)N)C3=CC=C(C=C3)C(=O)NC(CCC(=O)O)C(=O)O. Cell line: U251. Synergy scores: CSS=54.1, Synergy_ZIP=-1.00, Synergy_Bliss=0.344, Synergy_Loewe=-1.64, Synergy_HSA=2.17. (6) Drug 1: C1=NC2=C(N1)C(=S)N=C(N2)N. Drug 2: CN(CCCl)CCCl.Cl. Cell line: SF-539. Synergy scores: CSS=9.39, Synergy_ZIP=-13.8, Synergy_Bliss=-12.5, Synergy_Loewe=-14.2, Synergy_HSA=-9.89. (7) Drug 1: C1CN1P(=S)(N2CC2)N3CC3. Drug 2: CC1=C(C(=CC=C1)Cl)NC(=O)C2=CN=C(S2)NC3=CC(=NC(=N3)C)N4CCN(CC4)CCO. Cell line: SN12C. Synergy scores: CSS=25.2, Synergy_ZIP=-2.22, Synergy_Bliss=-0.239, Synergy_Loewe=-5.37, Synergy_HSA=-5.21. (8) Drug 1: C1=CC(=CC=C1CCC2=CNC3=C2C(=O)NC(=N3)N)C(=O)NC(CCC(=O)O)C(=O)O. Drug 2: CC1C(C(CC(O1)OC2CC(CC3=C2C(=C4C(=C3O)C(=O)C5=C(C4=O)C(=CC=C5)OC)O)(C(=O)C)O)N)O.Cl. Cell line: UACC62. Synergy scores: CSS=15.6, Synergy_ZIP=-6.68, Synergy_Bliss=0.389, Synergy_Loewe=2.49, Synergy_HSA=3.18. (9) Cell line: HCC-2998. Synergy scores: CSS=55.2, Synergy_ZIP=1.39, Synergy_Bliss=-0.633, Synergy_Loewe=-0.864, Synergy_HSA=1.04. Drug 1: CS(=O)(=O)C1=CC(=C(C=C1)C(=O)NC2=CC(=C(C=C2)Cl)C3=CC=CC=N3)Cl. Drug 2: C1C(C(OC1N2C=C(C(=O)NC2=O)F)CO)O. (10) Drug 1: CCCCCOC(=O)NC1=NC(=O)N(C=C1F)C2C(C(C(O2)C)O)O. Drug 2: C1CC(=O)NC(=O)C1N2C(=O)C3=CC=CC=C3C2=O. Cell line: SR. Synergy scores: CSS=-1.01, Synergy_ZIP=-0.165, Synergy_Bliss=-2.22, Synergy_Loewe=-9.14, Synergy_HSA=-6.97.